Regression. Given two drug SMILES strings and cell line genomic features, predict the synergy score measuring deviation from expected non-interaction effect. From a dataset of NCI-60 drug combinations with 297,098 pairs across 59 cell lines. Drug 1: CS(=O)(=O)CCNCC1=CC=C(O1)C2=CC3=C(C=C2)N=CN=C3NC4=CC(=C(C=C4)OCC5=CC(=CC=C5)F)Cl. Drug 2: C1=CC=C(C(=C1)C(C2=CC=C(C=C2)Cl)C(Cl)Cl)Cl. Cell line: HCT116. Synergy scores: CSS=-3.48, Synergy_ZIP=2.50, Synergy_Bliss=-1.38, Synergy_Loewe=-3.76, Synergy_HSA=-4.85.